This data is from Full USPTO retrosynthesis dataset with 1.9M reactions from patents (1976-2016). The task is: Predict the reactants needed to synthesize the given product. Given the product [CH3:12][O:11][C:9]([CH:8]([C:13]1[CH:18]=[CH:17][CH:16]=[CH:15][CH:14]=1)[C:5]1[CH:6]=[CH:7][C:2]([P:22](=[O:26])([O:23][CH2:24][CH3:25])[O:21][CH2:19][CH3:20])=[CH:3][CH:4]=1)=[O:10], predict the reactants needed to synthesize it. The reactants are: Br[C:2]1[CH:7]=[CH:6][C:5]([CH:8]([C:13]2[CH:18]=[CH:17][CH:16]=[CH:15][CH:14]=2)[C:9]([O:11][CH3:12])=[O:10])=[CH:4][CH:3]=1.[CH2:19]([O:21][P:22]([O-:26])[O:23][CH2:24][CH3:25])[CH3:20].C(N(CC)CC)C.